This data is from Forward reaction prediction with 1.9M reactions from USPTO patents (1976-2016). The task is: Predict the product of the given reaction. (1) Given the reactants [CH3:1][C:2]1[N:7]=[CH:6][C:5]([CH2:8][CH2:9][OH:10])=[CH:4][CH:3]=1.C(N(CC)CC)C.[CH3:18][S:19](Cl)(=[O:21])=[O:20], predict the reaction product. The product is: [CH3:18][S:19]([O:10][CH2:9][CH2:8][C:5]1[CH:6]=[N:7][C:2]([CH3:1])=[CH:3][CH:4]=1)(=[O:21])=[O:20]. (2) The product is: [CH3:6][NH:8][CH2:9][C:10]1[O:44][C:23]2[CH:24]=[C:25]([C:28]3[N:33]4[N:34]=[C:35]([NH:37][C:38]5[CH:43]=[CH:42][CH:41]=[CH:40][CH:39]=5)[N:36]=[C:32]4[CH:31]=[CH:30][CH:29]=3)[CH:26]=[CH:27][C:22]=2[N:21]=1. Given the reactants C(O[C:6]([N:8](C)[CH2:9][C:10](O)=O)=O)(C)(C)C.C(N(CC)CC)C.[NH2:21][C:22]1[CH:27]=[CH:26][C:25]([C:28]2[N:33]3[N:34]=[C:35]([NH:37][C:38]4[CH:43]=[CH:42][CH:41]=[CH:40][CH:39]=4)[N:36]=[C:32]3[CH:31]=[CH:30][CH:29]=2)=[CH:24][C:23]=1[OH:44], predict the reaction product. (3) Given the reactants Cl[C:2]1[CH:7]=[CH:6][NH:5][C:4](=[O:8])[C:3]=1[C:9]1[NH:27][C:12]2=[CH:13][C:14]3[C:15](=[O:26])[N:16]([CH2:21][CH2:22][N:23]([CH3:25])[CH3:24])[C:17](=[O:20])[C:18]=3[CH:19]=[C:11]2[N:10]=1.[F:28][C:29]1[CH:34]=[CH:33][C:32]([F:35])=[CH:31][C:30]=1[CH2:36][CH:37]([NH2:39])[CH3:38].C(N(CC)C(C)C)(C)C, predict the reaction product. The product is: [F:28][C:29]1[CH:34]=[CH:33][C:32]([F:35])=[CH:31][C:30]=1[CH2:36][CH:37]([NH:39][C:2]1[CH:7]=[CH:6][NH:5][C:4](=[O:8])[C:3]=1[C:9]1[NH:27][C:12]2=[CH:13][C:14]3[C:15](=[O:26])[N:16]([CH2:21][CH2:22][N:23]([CH3:25])[CH3:24])[C:17](=[O:20])[C:18]=3[CH:19]=[C:11]2[N:10]=1)[CH3:38].